This data is from Reaction yield outcomes from USPTO patents with 853,638 reactions. The task is: Predict the reaction yield, written as a fraction of the theoretical maximum amount of product (1.0 means a 100% yield; for example, 0.34 means a 34% yield). (1) The reactants are [CH3:1][O:2][C:3]1[C:13]([O:14][CH3:15])=[C:12]([O:16][CH3:17])[CH:11]=[CH:10][C:4]=1[O:5][CH2:6][C:7](O)=[O:8]. The catalyst is O. The product is [CH3:17][O:16][C:12]1[C:13]([O:14][CH3:15])=[C:3]([O:2][CH3:1])[C:4]2[O:5][CH2:6][C:7](=[O:8])[C:10]=2[CH:11]=1. The yield is 0.580. (2) The reactants are [C:1]([O:5][C:6]([N:8]1[C:12]2=[N:13][CH:14]=[C:15](Br)[CH:16]=[C:11]2[C:10]([C:18](=[O:28])[C:19]2[CH:24]=[CH:23][CH:22]=[C:21]([O:25][CH3:26])[C:20]=2[F:27])=[CH:9]1)=[O:7])([CH3:4])([CH3:3])[CH3:2].[S:29]1[CH:33]=[CH:32][CH:31]=[C:30]1B(O)O.C(=O)([O-])[O-].[K+].[K+]. The catalyst is O1CCCC1.O. The product is [C:1]([O:5][C:6]([N:8]1[C:12]2=[N:13][CH:14]=[C:15]([C:30]3[S:29][CH:33]=[CH:32][CH:31]=3)[CH:16]=[C:11]2[C:10]([C:18](=[O:28])[C:19]2[CH:24]=[CH:23][CH:22]=[C:21]([O:25][CH3:26])[C:20]=2[F:27])=[CH:9]1)=[O:7])([CH3:4])([CH3:3])[CH3:2]. The yield is 0.850. (3) The reactants are CO.[S:3]1[C:8]2=[C:9]3[C:13](=[CH:14][CH:15]=[C:7]2[O:6][CH2:5][CH2:4]1)[NH:12][C:11]([C:16]([O:18]CC)=[O:17])=[CH:10]3.[Li+].[OH-]. The catalyst is C1COCC1. The product is [S:3]1[C:8]2=[C:9]3[C:13](=[CH:14][CH:15]=[C:7]2[O:6][CH2:5][CH2:4]1)[NH:12][C:11]([C:16]([OH:18])=[O:17])=[CH:10]3. The yield is 0.800. (4) The reactants are [CH3:1][C:2]1[N:7]=[C:6]([CH2:8][CH2:9][CH3:10])[NH:5][C:4](=[O:11])[CH:3]=1.Br[CH2:13][C:14]1[CH:19]=[CH:18][C:17]([C:20]2[C:21]([C:26]#[N:27])=[CH:22][CH:23]=[CH:24][CH:25]=2)=[CH:16][CH:15]=1.C(=O)([O-])[O-].[K+].[K+]. The catalyst is C(#N)C. The product is [CH3:1][C:2]1[N:7]=[C:6]([CH2:8][CH2:9][CH3:10])[N:5]([CH2:13][C:14]2[CH:15]=[CH:16][C:17]([C:20]3[C:21]([C:26]#[N:27])=[CH:22][CH:23]=[CH:24][CH:25]=3)=[CH:18][CH:19]=2)[C:4](=[O:11])[CH:3]=1. The yield is 0.470. (5) The reactants are ClC1C=[CH:9][C:5]([C:6]([NH2:8])=O)=C(NC)N=1.[CH2:13]([NH:17][C:18](=[O:24])[O:19][C:20]([CH3:23])([CH3:22])[CH3:21])[CH2:14][C:15]#[CH:16].C([N:27]([CH2:30][CH3:31])[CH2:28][CH3:29])C.[CH3:32][N:33]([CH:35]=[O:36])C. No catalyst specified. The product is [C:20]([O:19][C:18](=[O:24])[NH:17][CH2:13][CH2:14][C:15]#[C:16][C:6]1[CH:5]=[CH:9][C:31]([C:35](=[O:36])[NH:33][CH3:32])=[C:30]([NH:27][CH2:28][CH3:29])[N:8]=1)([CH3:21])([CH3:23])[CH3:22]. The yield is 0.450.